Dataset: NCI-60 drug combinations with 297,098 pairs across 59 cell lines. Task: Regression. Given two drug SMILES strings and cell line genomic features, predict the synergy score measuring deviation from expected non-interaction effect. (1) Drug 1: C1=CC=C(C=C1)NC(=O)CCCCCCC(=O)NO. Drug 2: CC(C)(C#N)C1=CC(=CC(=C1)CN2C=NC=N2)C(C)(C)C#N. Cell line: U251. Synergy scores: CSS=2.09, Synergy_ZIP=0.353, Synergy_Bliss=-1.86, Synergy_Loewe=-4.84, Synergy_HSA=-4.76. (2) Drug 1: CC1C(C(=O)NC(C(=O)N2CCCC2C(=O)N(CC(=O)N(C(C(=O)O1)C(C)C)C)C)C(C)C)NC(=O)C3=C4C(=C(C=C3)C)OC5=C(C(=O)C(=C(C5=N4)C(=O)NC6C(OC(=O)C(N(C(=O)CN(C(=O)C7CCCN7C(=O)C(NC6=O)C(C)C)C)C)C(C)C)C)N)C. Drug 2: CCCCC(=O)OCC(=O)C1(CC(C2=C(C1)C(=C3C(=C2O)C(=O)C4=C(C3=O)C=CC=C4OC)O)OC5CC(C(C(O5)C)O)NC(=O)C(F)(F)F)O. Cell line: BT-549. Synergy scores: CSS=66.0, Synergy_ZIP=15.2, Synergy_Bliss=17.2, Synergy_Loewe=15.5, Synergy_HSA=16.1. (3) Drug 1: C1=CN(C(=O)N=C1N)C2C(C(C(O2)CO)O)O.Cl. Drug 2: C(CC(=O)O)C(=O)CN.Cl. Cell line: IGROV1. Synergy scores: CSS=8.77, Synergy_ZIP=-3.81, Synergy_Bliss=-0.609, Synergy_Loewe=-1.98, Synergy_HSA=0.771. (4) Drug 1: CN1CCC(CC1)COC2=C(C=C3C(=C2)N=CN=C3NC4=C(C=C(C=C4)Br)F)OC. Drug 2: C1CN(P(=O)(OC1)NCCCl)CCCl. Cell line: HOP-92. Synergy scores: CSS=11.1, Synergy_ZIP=-3.00, Synergy_Bliss=0.468, Synergy_Loewe=-39.3, Synergy_HSA=-1.12. (5) Drug 1: CC12CCC(CC1=CCC3C2CCC4(C3CC=C4C5=CN=CC=C5)C)O. Drug 2: CC1C(C(CC(O1)OC2CC(CC3=C2C(=C4C(=C3O)C(=O)C5=C(C4=O)C(=CC=C5)OC)O)(C(=O)CO)O)N)O.Cl. Cell line: HT29. Synergy scores: CSS=42.6, Synergy_ZIP=0.752, Synergy_Bliss=2.65, Synergy_Loewe=-5.00, Synergy_HSA=3.40. (6) Drug 1: CNC(=O)C1=CC=CC=C1SC2=CC3=C(C=C2)C(=NN3)C=CC4=CC=CC=N4. Drug 2: CC1=CC=C(C=C1)C2=CC(=NN2C3=CC=C(C=C3)S(=O)(=O)N)C(F)(F)F. Cell line: SK-MEL-2. Synergy scores: CSS=1.61, Synergy_ZIP=-1.70, Synergy_Bliss=0.572, Synergy_Loewe=-2.42, Synergy_HSA=-0.690. (7) Drug 1: CC(CN1CC(=O)NC(=O)C1)N2CC(=O)NC(=O)C2. Drug 2: C1C(C(OC1N2C=NC3=C(N=C(N=C32)Cl)N)CO)O. Cell line: CCRF-CEM. Synergy scores: CSS=79.5, Synergy_ZIP=0.0611, Synergy_Bliss=0.929, Synergy_Loewe=-0.136, Synergy_HSA=3.34. (8) Synergy scores: CSS=17.5, Synergy_ZIP=-4.77, Synergy_Bliss=2.34, Synergy_Loewe=-8.01, Synergy_HSA=-1.67. Drug 1: C1CCN(CC1)CCOC2=CC=C(C=C2)C(=O)C3=C(SC4=C3C=CC(=C4)O)C5=CC=C(C=C5)O. Cell line: UACC-257. Drug 2: C1=CC=C(C=C1)NC(=O)CCCCCCC(=O)NO. (9) Drug 1: CC(C)NC(=O)C1=CC=C(C=C1)CNNC.Cl. Drug 2: CC1=C(C(=O)C2=C(C1=O)N3CC4C(C3(C2COC(=O)N)OC)N4)N. Cell line: UO-31. Synergy scores: CSS=5.51, Synergy_ZIP=-5.51, Synergy_Bliss=-2.99, Synergy_Loewe=-15.9, Synergy_HSA=-3.21.